From a dataset of Reaction yield outcomes from USPTO patents with 853,638 reactions. Predict the reaction yield, written as a fraction of the theoretical maximum amount of product (1.0 means a 100% yield; for example, 0.34 means a 34% yield). (1) The yield is 0.580. The reactants are Cl[C:2]1[CH:7]=[CH:6][N:5]=[C:4]([C:8](=[O:18])[C:9]([C:11]2[CH:16]=[CH:15][C:14]([OH:17])=[CH:13][CH:12]=2)=[O:10])[CH:3]=1.[CH3:19][O:20][C:21]1[CH:22]=[C:23](B(O)O)[CH:24]=[CH:25][CH:26]=1.C(=O)([O-])[O-].[Na+].[Na+].O. The product is [OH:17][C:14]1[CH:15]=[CH:16][C:11]([C:9](=[O:10])[C:8]([C:4]2[CH:3]=[C:2]([C:25]3[CH:24]=[CH:23][CH:22]=[C:21]([O:20][CH3:19])[CH:26]=3)[CH:7]=[CH:6][N:5]=2)=[O:18])=[CH:12][CH:13]=1. The catalyst is C(COC)OC.C1C=CC([P]([Pd]([P](C2C=CC=CC=2)(C2C=CC=CC=2)C2C=CC=CC=2)([P](C2C=CC=CC=2)(C2C=CC=CC=2)C2C=CC=CC=2)[P](C2C=CC=CC=2)(C2C=CC=CC=2)C2C=CC=CC=2)(C2C=CC=CC=2)C2C=CC=CC=2)=CC=1. (2) The product is [C:10]([C:4]1[CH:5]=[CH:6][C:7]([N:8]([CH3:9])[C:18](=[O:23])[C:19]([F:20])([F:21])[F:22])=[C:2]([Br:1])[CH:3]=1)(=[O:12])[CH3:11]. The reactants are [Br:1][C:2]1[CH:3]=[C:4]([C:10](=[O:12])[CH3:11])[CH:5]=[CH:6][C:7]=1[NH:8][CH3:9].[F:20][C:19]([F:22])([F:21])[C:18](O[C:18](=[O:23])[C:19]([F:22])([F:21])[F:20])=[O:23].CCN(CC)CC. The catalyst is C(Cl)Cl. The yield is 0.960. (3) The reactants are [NH2:1][C:2]1[CH:17]=[CH:16][CH:15]=[C:14]([Cl:18])[C:3]=1[C:4]([NH:6][C:7]1[CH:12]=[CH:11][CH:10]=[CH:9][C:8]=1[F:13])=[O:5].[Cl:19][CH2:20][C:21](Cl)=O. The catalyst is C(O)(=O)C. The product is [Cl:18][C:14]1[CH:15]=[CH:16][CH:17]=[C:2]2[C:3]=1[C:4](=[O:5])[N:6]([C:7]1[CH:12]=[CH:11][CH:10]=[CH:9][C:8]=1[F:13])[C:21]([CH2:20][Cl:19])=[N:1]2. The yield is 0.400. (4) The catalyst is Cl. The reactants are N1C2C(=CC=CC=2)C=N1.C(OC(=O)[N:16]([CH2:48][CH3:49])[CH2:17][C:18]1[CH:19]=[N:20][CH:21]=[C:22]([C:26]2[CH:27]=[C:28]3[C:32](=[CH:33][CH:34]=2)[NH:31][N:30]=[C:29]3[C:35]2[N:36](COCC[Si](C)(C)C)[CH:37]=[CH:38][N:39]=2)[C:23]=1[CH2:24][CH3:25])(C)(C)C. The product is [CH2:48]([NH:16][CH2:17][C:18]1[CH:19]=[N:20][CH:21]=[C:22]([C:26]2[CH:27]=[C:28]3[C:32](=[CH:33][CH:34]=2)[NH:31][N:30]=[C:29]3[C:35]2[NH:36][CH:37]=[CH:38][N:39]=2)[C:23]=1[CH2:24][CH3:25])[CH3:49]. The yield is 0.860. (5) The reactants are [OH:1][C@@:2]([CH3:24])([CH2:14][O:15][C:16]1[CH:21]=[CH:20][C:19]([O:22]C)=[CH:18][CH:17]=1)[C:3]([NH:5][C:6]1[CH:11]=[CH:10][C:9]([O:12]C)=[CH:8][CH:7]=1)=[O:4].B(Br)(Br)Br.O.CCOC(C)=O. The catalyst is C(Cl)Cl. The product is [OH:1][C@@:2]([CH3:24])([CH2:14][O:15][C:16]1[CH:17]=[CH:18][C:19]([OH:22])=[CH:20][CH:21]=1)[C:3]([NH:5][C:6]1[CH:7]=[CH:8][C:9]([OH:12])=[CH:10][CH:11]=1)=[O:4]. The yield is 0.672. (6) The reactants are [CH:1]1([CH2:4][NH:5][C:6](=[O:23])[O:7][CH2:8][CH2:9][CH2:10][C:11]2[CH:16]=[CH:15][C:14]([O:17][CH2:18][CH2:19][O:20][CH3:21])=[CH:13][C:12]=2[OH:22])[CH2:3][CH2:2]1.[Cl:24][C:25]1[C:26](Cl)=[N:27][CH:28]=[C:29]([CH:35]=1)[C:30]([O:32][CH2:33][CH3:34])=[O:31].C(=O)([O-])[O-].[K+].[K+].O. The catalyst is CN(C)C=O. The product is [Cl:24][C:25]1[C:26]([O:22][C:12]2[CH:13]=[C:14]([O:17][CH2:18][CH2:19][O:20][CH3:21])[CH:15]=[CH:16][C:11]=2[CH2:10][CH2:9][CH2:8][O:7][C:6]([NH:5][CH2:4][CH:1]2[CH2:3][CH2:2]2)=[O:23])=[N:27][CH:28]=[C:29]([CH:35]=1)[C:30]([O:32][CH2:33][CH3:34])=[O:31]. The yield is 0.950.